Dataset: NCI-60 drug combinations with 297,098 pairs across 59 cell lines. Task: Regression. Given two drug SMILES strings and cell line genomic features, predict the synergy score measuring deviation from expected non-interaction effect. (1) Drug 1: CC1=C(C=C(C=C1)C(=O)NC2=CC(=CC(=C2)C(F)(F)F)N3C=C(N=C3)C)NC4=NC=CC(=N4)C5=CN=CC=C5. Drug 2: CC(C)CN1C=NC2=C1C3=CC=CC=C3N=C2N. Cell line: MOLT-4. Synergy scores: CSS=10.7, Synergy_ZIP=-1.56, Synergy_Bliss=-3.69, Synergy_Loewe=-3.86, Synergy_HSA=-3.66. (2) Drug 1: C1=NNC2=C1C(=O)NC=N2. Drug 2: CC(C)CN1C=NC2=C1C3=CC=CC=C3N=C2N. Cell line: OVCAR-5. Synergy scores: CSS=1.85, Synergy_ZIP=-0.163, Synergy_Bliss=0.225, Synergy_Loewe=-4.29, Synergy_HSA=-0.903.